The task is: Predict the product of the given reaction.. This data is from Forward reaction prediction with 1.9M reactions from USPTO patents (1976-2016). (1) Given the reactants C(O[C:9](=O)[N:10]([CH2:12][CH2:13][N:14]([CH2:18][CH3:19])[CH2:15][CH2:16][OH:17])C)C1C=CC=CC=1.[ClH:21].[H][H], predict the reaction product. The product is: [ClH:21].[ClH:21].[CH2:18]([N:14]([CH2:13][CH2:12][NH:10][CH3:9])[CH2:15][CH2:16][OH:17])[CH3:19]. (2) Given the reactants P(Cl)(Cl)(Cl)=O.[Br:6][C:7]1[CH:12]=[C:11]([O:13][CH3:14])[CH:10]=[C:9]([O:15][CH3:16])[CH:8]=1.CN([CH:20]=[O:21])C, predict the reaction product. The product is: [Br:6][C:7]1[CH:8]=[C:9]([O:15][CH3:16])[CH:10]=[C:11]([O:13][CH3:14])[C:12]=1[CH:20]=[O:21].